From a dataset of Peptide-MHC class II binding affinity with 134,281 pairs from IEDB. Regression. Given a peptide amino acid sequence and an MHC pseudo amino acid sequence, predict their binding affinity value. This is MHC class II binding data. (1) The peptide sequence is LPIGTRSVETDKGPL. The MHC is HLA-DQA10201-DQB10402 with pseudo-sequence HLA-DQA10201-DQB10402. The binding affinity (normalized) is 0.241. (2) The peptide sequence is RGKVVLIDFWAYPCI. The MHC is DRB1_0301 with pseudo-sequence DRB1_0301. The binding affinity (normalized) is 0.421. (3) The peptide sequence is EGHLRFLKNIILPVY. The MHC is DRB1_1302 with pseudo-sequence DRB1_1302. The binding affinity (normalized) is 0.918. (4) The peptide sequence is VKDKYMWCYSQVNKR. The MHC is H-2-IEd with pseudo-sequence H-2-IEd. The binding affinity (normalized) is 0.393.